The task is: Binary Classification. Given a miRNA mature sequence and a target amino acid sequence, predict their likelihood of interaction.. This data is from Experimentally validated miRNA-target interactions with 360,000+ pairs, plus equal number of negative samples. (1) The miRNA is hsa-miR-6878-5p with sequence AGGGAGAAAGCUAGAAGCUGAAG. The protein sequence of the target gene is MAHYKAADSKREQFRRYLEKSGVLDTLTKVLVALYEEPEKPTSALDFLKHHLGAATPENPEIELLRLELAEMKEKYEATVEENKKLKAKLVQYEPPQEEKRAE. Result: 0 (no interaction). (2) The miRNA is hsa-miR-744-5p with sequence UGCGGGGCUAGGGCUAACAGCA. The protein sequence of the target gene is MNDRSSRRRTMKDDETFEISIPFDEAPHLDPQIFYSLSPSRRNFEEPPEAASSALALMNSVKTQLHMALERNSWLQKRIEDLEEERDFLRCQLDKFISSARMEAEDHCRMKPGPRRMEGDSRGGAGGEASDPESAASSLSGASEEGSASERRRQKQKGGASRRRFGKPKARERQRVKDADGVLCRYKKILGTFQKLKSMSRAFEHHRVDRNTVALTTPIAELLIVAPEKLAEVGEFDPSKERLLEYSRRCFLALDDETLKKVQALKKSKLLLPITYRFKR. Result: 1 (interaction). (3) The miRNA is hsa-miR-2053 with sequence GUGUUAAUUAAACCUCUAUUUAC. The protein sequence of the target gene is MAFPKMRLMYICLLVLGALCLYFSMYSLNPFKEQSFVYKKDGNFLKLPDTDCRQTPPFLVLLVTSSHKQLAERMAIRQTWGKERMVKGKQLKTFFLLGTTSSAAETKEVDQESQRHGDIIQKDFLDVYYNLTLKTMMGIEWVHRFCPQAAFVMKTDSDMFINVDYLTELLLKKNRTTRFFTGFLKLNEFPIRQPFSKWFVSKSEYPWDRYPPFCSGTGYVFSGDVASQVYNVSKSVPYIKLEDVFVGLCLERLNIRLEELHSQPTFFPGGLRFSVCLFRRIVACHFIKPRTLLDYWQALE.... Result: 0 (no interaction). (4) The miRNA is hsa-miR-3940-5p with sequence GUGGGUUGGGGCGGGCUCUG. The protein sequence of the target gene is MVMFKKIKSFEVVFNDPEKVYGSGEKVAGRVIVEVCEVTRVKAVRILACGVAKVLWMQGSQQCKQTSEYLRYEDTLLLEDQPTGENEMVIMRPGNKYEYKFGFELPQGPLGTSFKGKYGCVDYWVKAFLDRPSQPTQETKKNFEVVDLVDVNTPDLMAPVSAKKEKKVSCMFIPDGRVSVSARIDRKGFCEGDEISIHADFENTCSRIVVPKAAIVARHTYLANGQTKVLTQKLSSVRGNHIISGTCASWRGKSLRVQKIRPSILGCNILRVEYSLLIYVSVPGSKKVILDLPLVIGSRS.... Result: 1 (interaction). (5) The miRNA is hsa-miR-222-3p with sequence AGCUACAUCUGGCUACUGGGU. The protein sequence of the target gene is MRTPVVMTLGMVLAPCGLLLNLTGTLAPGWRLVKGFLNQPVDVELYQGLWDMCREQSSRERECGQTDQWGYFEAQPVLVARALMVTSLAATVLGLLLASLGVRCWQDEPNFVLAGLSGVVLFVAGLLGLIPVSWYNHFLGDRDVLPAPASPVTVQVSYSLVLGYLGSCLLLLGGFSLALSFAPWCDERCRRRRKGPSAGPRRSSVSTIQVEWPEPDLAPAIKYYSDGQHRPPPAQHRKPKPKPKVGFPMPRPRPKAYTNSVDVLDGEGWESQDAPSCSTHPCDSSLPCDSDL. Result: 1 (interaction).